This data is from Full USPTO retrosynthesis dataset with 1.9M reactions from patents (1976-2016). The task is: Predict the reactants needed to synthesize the given product. (1) The reactants are: [NH2:1][C:2]1[C:7]([C:8]([NH:10][C:11]2[CH:16]=[C:15]([O:17]C)[CH:14]=[C:13]([O:19]C)[CH:12]=2)=[O:9])=[C:6]([NH:21][C@H:22]([C:24]2[N:29]([C:30]3[CH:35]=[CH:34][CH:33]=[CH:32][CH:31]=3)[C:28](=[O:36])[C:27]3=[C:37]([CH3:40])[CH:38]=[CH:39][N:26]3[N:25]=2)[CH3:23])[N:5]=[CH:4][N:3]=1.B(Br)(Br)Br. Given the product [NH2:1][C:2]1[C:7]([C:8]([NH:10][C:11]2[CH:16]=[C:15]([OH:17])[CH:14]=[C:13]([OH:19])[CH:12]=2)=[O:9])=[C:6]([NH:21][C@H:22]([C:24]2[N:29]([C:30]3[CH:35]=[CH:34][CH:33]=[CH:32][CH:31]=3)[C:28](=[O:36])[C:27]3=[C:37]([CH3:40])[CH:38]=[CH:39][N:26]3[N:25]=2)[CH3:23])[N:5]=[CH:4][N:3]=1, predict the reactants needed to synthesize it. (2) Given the product [CH3:2][O:3][C:4]1[CH:5]=[C:6]([C:12]2[C:13]([CH3:25])([CH3:24])[C:14](=[O:23])[N:15]([CH:17]3[CH2:22][CH2:21][N:20]([S:34]([C:29]4[CH:30]=[CH:31][CH:32]=[CH:33][C:28]=4[C:27]([F:26])([F:38])[F:39])(=[O:36])=[O:35])[CH2:19][CH2:18]3)[N:16]=2)[CH:7]=[CH:8][C:9]=1[O:10][CH3:11], predict the reactants needed to synthesize it. The reactants are: Cl.[CH3:2][O:3][C:4]1[CH:5]=[C:6]([C:12]2[C:13]([CH3:25])([CH3:24])[C:14](=[O:23])[N:15]([CH:17]3[CH2:22][CH2:21][NH:20][CH2:19][CH2:18]3)[N:16]=2)[CH:7]=[CH:8][C:9]=1[O:10][CH3:11].[F:26][C:27]([F:39])([F:38])[C:28]1[CH:33]=[CH:32][CH:31]=[CH:30][C:29]=1[S:34](Cl)(=[O:36])=[O:35]. (3) Given the product [Br:1][C:2]1[CH:3]=[C:4]2[C:9](=[CH:10][CH:11]=1)[N:8]=[C:7]([Cl:15])[N:6]=[CH:5]2, predict the reactants needed to synthesize it. The reactants are: [Br:1][C:2]1[CH:3]=[C:4]2[C:9](=[CH:10][CH:11]=1)[N:8]=[C:7](N)[N:6]=[CH:5]2.C[Si](C)(C)[Cl:15].C(ON=O)(C)(C)C.N([O-])=O. (4) Given the product [NH2:25][C@H:26]1[CH2:30][CH2:29][N:28]([C:2]2[CH:24]=[CH:23][C:5]([C:6]([NH:8][C:9]3[CH:14]=[CH:13][CH:12]=[CH:11][C:10]=3[NH:15][C:16](=[O:22])[O:17][C:18]([CH3:21])([CH3:20])[CH3:19])=[O:7])=[CH:4][N:3]=2)[CH2:27]1, predict the reactants needed to synthesize it. The reactants are: Cl[C:2]1[CH:24]=[CH:23][C:5]([C:6]([NH:8][C:9]2[CH:14]=[CH:13][CH:12]=[CH:11][C:10]=2[NH:15][C:16](=[O:22])[O:17][C:18]([CH3:21])([CH3:20])[CH3:19])=[O:7])=[CH:4][N:3]=1.[NH2:25][C@H:26]1[CH2:30][CH2:29][NH:28][CH2:27]1. (5) The reactants are: [Si:1]([O:8][C@H:9]([C@H:11]([N:17]1[CH:25]=[N:24][C:23]2[C:18]1=[N:19][CH:20]=[N:21][C:22]=2Cl)[CH2:12][CH2:13][CH2:14][CH2:15][CH3:16])[CH3:10])([C:4]([CH3:7])([CH3:6])[CH3:5])([CH3:3])[CH3:2].[NH3:27]. Given the product [Si:1]([O:8][C@H:9]([C@H:11]([N:17]1[CH:25]=[N:24][C:23]2[C:18]1=[N:19][CH:20]=[N:21][C:22]=2[NH2:27])[CH2:12][CH2:13][CH2:14][CH2:15][CH3:16])[CH3:10])([C:4]([CH3:7])([CH3:6])[CH3:5])([CH3:3])[CH3:2], predict the reactants needed to synthesize it. (6) Given the product [CH:43]([O:45][CH2:46][CH2:47][O:48][NH:49][C:17]([C:10]1[C:9]([NH:8][C:5]2[CH:6]=[CH:7][C:2]([Br:1])=[CH:3][C:4]=2[F:20])=[CH:14][C:13](=[O:15])[N:12]([CH3:16])[CH:11]=1)=[O:19])=[CH2:44], predict the reactants needed to synthesize it. The reactants are: [Br:1][C:2]1[CH:7]=[CH:6][C:5]([NH:8][C:9]2[C:10]([C:17]([OH:19])=O)=[CH:11][N:12]([CH3:16])[C:13](=[O:15])[CH:14]=2)=[C:4]([F:20])[CH:3]=1.CCN=C=NCCCN(C)C.Cl.C1C=CC2N(O)N=NC=2C=1.[CH:43]([O:45][CH2:46][CH2:47][O:48][NH2:49])=[CH2:44].CCN(CC)CC.